Dataset: Forward reaction prediction with 1.9M reactions from USPTO patents (1976-2016). Task: Predict the product of the given reaction. (1) Given the reactants [CH3:1][C:2]1([CH3:24])[C:6]2[C:7]([O:12][C:13]3[N:18]=[CH:17][C:16]([NH:19][C:20]([NH:22][NH2:23])=[O:21])=[CH:15][CH:14]=3)=[CH:8][CH:9]=[C:10]([CH3:11])[C:5]=2[O:4][CH2:3]1.[C:25](OCC)(OCC)(OCC)[CH3:26].O.C1(C)C=CC(S(O)(=O)=O)=CC=1.C([O-])([O-])=O.[Na+].[Na+], predict the reaction product. The product is: [CH3:25][C:26]1[N:19]([C:16]2[CH:17]=[N:18][C:13]([O:12][C:7]3[C:6]4[C:2]([CH3:24])([CH3:1])[CH2:3][O:4][C:5]=4[C:10]([CH3:11])=[CH:9][CH:8]=3)=[CH:14][CH:15]=2)[C:20](=[O:21])[NH:22][N:23]=1. (2) Given the reactants [C:1]([C:3]([C:6]1[CH:7]=[C:8]2[C:12](=[CH:13][CH:14]=1)[CH:11]([NH:15][C:16]([NH:18][C:19]1[CH:27]=[CH:26][CH:25]=[C:24]3[C:20]=1[CH:21]=[N:22][NH:23]3)=[O:17])[CH2:10][CH2:9]2)([CH3:5])[CH3:4])#[N:2], predict the reaction product. The product is: [C:1]([C:3]([C:6]1[CH:7]=[C:8]2[C:12](=[CH:13][CH:14]=1)[C@H:11]([NH:15][C:16]([NH:18][C:19]1[CH:27]=[CH:26][CH:25]=[C:24]3[C:20]=1[CH:21]=[N:22][NH:23]3)=[O:17])[CH2:10][CH2:9]2)([CH3:5])[CH3:4])#[N:2]. (3) Given the reactants [NH2:1][CH2:2][C:3]1([CH3:19])[CH2:8][CH2:7][C:6]([N:16]([CH3:18])[CH3:17])([C:9]2[CH:14]=[CH:13][CH:12]=[C:11]([F:15])[CH:10]=2)[CH2:5][CH2:4]1.CCN(C(C)C)C(C)C.[C:29](Cl)(=[O:38])[CH:30]=[CH:31][C:32]1[CH:37]=[CH:36][CH:35]=[CH:34][CH:33]=1, predict the reaction product. The product is: [CH3:17][N:16]([CH3:18])[C:6]1([C:9]2[CH:14]=[CH:13][CH:12]=[C:11]([F:15])[CH:10]=2)[CH2:5][CH2:4][C:3]([CH2:2][NH:1][C:29](=[O:38])/[CH:30]=[CH:31]/[C:32]2[CH:37]=[CH:36][CH:35]=[CH:34][CH:33]=2)([CH3:19])[CH2:8][CH2:7]1. (4) Given the reactants [CH:1]1([CH2:4][O:5][N:6]2[CH:11]=[CH:10][C:9]3=[N:12][CH:13]([N:15]4[CH2:20][CH2:19][CH:18]([O:21][CH2:22][C@@H:23]([NH:25][C:26](=O)[O:27]C(C)(C)C)[CH3:24])[CH2:17][CH2:16]4)[O:14][C:8]3=[CH:7]2)[CH2:3][CH2:2]1.Cl.[CH3:34]O, predict the reaction product. The product is: [CH:1]1([CH2:4][O:5][N:6]2[CH:11]=[CH:10][C:9]3=[N:12][CH:13]([N:15]4[CH2:20][CH2:19][CH:18]([O:21][CH2:22][C@@H:23]([NH:25][C:26](=[O:27])[CH3:34])[CH3:24])[CH2:17][CH2:16]4)[O:14][C:8]3=[CH:7]2)[CH2:3][CH2:2]1. (5) Given the reactants [C:1](#[N:10])[C:2]1[C:3](=[CH:6][CH:7]=[CH:8][CH:9]=1)[C:4]#[N:5].[CH3:11][C:12]1[CH:18]=[C:17]([CH3:19])[CH:16]=[C:15]([CH3:20])[C:13]=1[NH2:14].[Fe:21](Cl)Cl, predict the reaction product. The product is: [C:12]1([CH3:11])[CH:18]=[C:17]([CH3:19])[CH:16]=[C:15]([CH3:20])[C:13]=1[N:5]=[C:4]1[C:3]2[C:2](=[CH:9][CH:8]=[CH:7][CH:6]=2)[C:1](=[N:14][C:13]2[C:15]([CH3:20])=[CH:16][C:17]([CH3:19])=[CH:18][C:12]=2[CH3:11])[NH:10]1.[Fe+2:21]. (6) Given the reactants [CH3:1][N:2]1[C:7](=O)[C:6]([CH3:9])=[CH:5][C:4]([C:10]([OH:12])=O)=[CH:3]1.Cl.[CH2:14]([NH:21][C:22]1[C:23]([NH2:29])=[CH:24][CH:25]=[C:26]([F:28])[CH:27]=1)[C:15]1[CH:20]=[CH:19][CH:18]=[CH:17][CH:16]=1.[CH2:30](N(CC)CC)C, predict the reaction product. The product is: [CH2:14]([NH:21][C:22]1[CH:27]=[C:26]([F:28])[CH:25]=[CH:24][C:23]=1[NH:29][C:10]([C:4]1[CH:5]=[C:6]([CH3:9])[C:7](=[CH2:30])[N:2]([CH3:1])[CH:3]=1)=[O:12])[C:15]1[CH:16]=[CH:17][CH:18]=[CH:19][CH:20]=1. (7) Given the reactants FC(F)(F)C([NH:5][CH2:6][C:7]1[CH:12]=[CH:11][CH:10]=[C:9]([CH:13]2[CH2:18][CH2:17][N:16]([C:19](=[O:34])[C:20]3[CH:25]=[CH:24][CH:23]=[C:22]([Si:26]([OH:33])([CH:30]([CH3:32])[CH3:31])[CH:27]([CH3:29])[CH3:28])[CH:21]=3)[CH2:15][CH2:14]2)[CH:8]=1)=O.[OH-].[K+], predict the reaction product. The product is: [NH2:5][CH2:6][C:7]1[CH:8]=[C:9]([CH:13]2[CH2:18][CH2:17][N:16]([C:19]([C:20]3[CH:25]=[CH:24][CH:23]=[C:22]([Si:26]([OH:33])([CH:30]([CH3:32])[CH3:31])[CH:27]([CH3:28])[CH3:29])[CH:21]=3)=[O:34])[CH2:15][CH2:14]2)[CH:10]=[CH:11][CH:12]=1. (8) The product is: [CH2:1]([O:3][C:4](=[O:33])[CH:5]([C:7]1[C:12]([F:13])=[CH:11][CH:10]=[C:9]([O:14][Si:15]([C:28]([CH3:29])([CH3:31])[CH3:30])([C:16]2[CH:21]=[CH:20][CH:19]=[CH:18][CH:17]=2)[C:22]2[CH:27]=[CH:26][CH:25]=[CH:24][CH:23]=2)[C:8]=1[F:32])[O:6][CH3:35])[CH3:2]. Given the reactants [CH2:1]([O:3][C:4](=[O:33])[CH:5]([C:7]1[C:12]([F:13])=[CH:11][CH:10]=[C:9]([O:14][Si:15]([C:28]([CH3:31])([CH3:30])[CH3:29])([C:22]2[CH:27]=[CH:26][CH:25]=[CH:24][CH:23]=2)[C:16]2[CH:21]=[CH:20][CH:19]=[CH:18][CH:17]=2)[C:8]=1[F:32])[OH:6])[CH3:2].I[CH3:35], predict the reaction product. (9) Given the reactants Br[C:2]1[C:3]([O:25][CH3:26])=[CH:4][C:5]2[N:6]([CH2:15][CH2:16][CH:17]([CH3:24])[CH2:18][CH2:19][CH2:20][CH:21]([CH3:23])[CH3:22])[C:7]3[C:12]([C:13]=2[CH:14]=1)=[CH:11][CH:10]=[CH:9][CH:8]=3.[CH3:27][CH:28]([CH2:55][CH2:56][CH2:57][CH:58]([CH3:60])[CH3:59])[CH2:29][CH2:30][N:31]1[C:43]2[CH:42]=[C:41]([O:44][CH3:45])[C:40](B3OC(C)(C)C(C)(C)O3)=[CH:39][C:38]=2[C:37]2[C:32]1=[CH:33][CH:34]=[CH:35][CH:36]=2.C(=O)([O-])[O-].[K+].[K+], predict the reaction product. The product is: [CH3:24][CH:17]([CH2:18][CH2:19][CH2:20][CH:21]([CH3:23])[CH3:22])[CH2:16][CH2:15][N:6]1[C:5]2[CH:4]=[C:3]([O:25][CH3:26])[C:2]([C:40]3[C:41]([O:44][CH3:45])=[CH:42][C:43]4[N:31]([CH2:30][CH2:29][CH:28]([CH3:27])[CH2:55][CH2:56][CH2:57][CH:58]([CH3:60])[CH3:59])[C:32]5[C:37]([C:38]=4[CH:39]=3)=[CH:36][CH:35]=[CH:34][CH:33]=5)=[CH:14][C:13]=2[C:12]2[C:7]1=[CH:8][CH:9]=[CH:10][CH:11]=2. (10) Given the reactants [F:1][C:2]([F:39])([F:38])[C:3]1[CH:4]=[C:5]([C:13]([CH3:37])([CH3:36])[C:14]([N:16]([C:18]2[CH:19]=[N:20][C:21]([NH:31][CH2:32][C:33](=[O:35])[CH3:34])=[CH:22][C:23]=2[C:24]2[CH:29]=[CH:28][CH:27]=[CH:26][C:25]=2[Cl:30])[CH3:17])=[O:15])[CH:6]=[C:7]([C:9]([F:12])([F:11])[F:10])[CH:8]=1.[CH3:40][Mg]Br.Cl, predict the reaction product. The product is: [F:39][C:2]([F:1])([F:38])[C:3]1[CH:4]=[C:5]([C:13]([CH3:36])([CH3:37])[C:14]([N:16]([C:18]2[CH:19]=[N:20][C:21]([NH:31][CH2:32][C:33]([OH:35])([CH3:40])[CH3:34])=[CH:22][C:23]=2[C:24]2[CH:29]=[CH:28][CH:27]=[CH:26][C:25]=2[Cl:30])[CH3:17])=[O:15])[CH:6]=[C:7]([C:9]([F:12])([F:11])[F:10])[CH:8]=1.